From a dataset of Full USPTO retrosynthesis dataset with 1.9M reactions from patents (1976-2016). Predict the reactants needed to synthesize the given product. (1) Given the product [Br:19][C:20]1[CH:25]=[CH:24][C:23]([S:26]([N:12]([CH2:13][CH2:14][CH2:15][CH2:16][CH2:17][CH3:18])[C:9]2[CH:10]=[CH:11][C:2]([F:1])=[C:3]([CH:8]=2)[C:4]([O:6][CH3:7])=[O:5])(=[O:28])=[O:27])=[CH:22][CH:21]=1, predict the reactants needed to synthesize it. The reactants are: [F:1][C:2]1[CH:11]=[CH:10][C:9]([NH:12][CH2:13][CH2:14][CH2:15][CH2:16][CH2:17][CH3:18])=[CH:8][C:3]=1[C:4]([O:6][CH3:7])=[O:5].[Br:19][C:20]1[CH:25]=[CH:24][C:23]([S:26](Cl)(=[O:28])=[O:27])=[CH:22][CH:21]=1.C([O-])(O)=O.[Na+]. (2) The reactants are: [CH3:1][C:2]1([CH3:28])[C:6]([CH3:8])([CH3:7])[O:5][B:4]([C:9]2[CH:18]=[CH:17][C:16]3[C:11](=[CH:12][CH:13]=[C:14](B4OC(C)(C)C(C)(C)O4)[CH:15]=3)[CH:10]=2)[O:3]1.Br[C:30]1[N:31]=[C:32]2[N:38]=[C:37]([C@@H:39]3[CH2:43][CH2:42][CH2:41][N:40]3[C:44]([O:46][C:47]([CH3:50])([CH3:49])[CH3:48])=[O:45])[N:36]([CH2:51][O:52][CH2:53][CH2:54][Si:55]([CH3:58])([CH3:57])[CH3:56])[C:33]2=[N:34][CH:35]=1.C(=O)([O-])[O-].[Cs+].[Cs+].C1(P(C2CCCCC2)C2C=CC=CC=2C2C(OC)=CC=CC=2OC)CCCCC1. Given the product [CH3:7][C:6]1([CH3:8])[C:2]([CH3:1])([CH3:28])[O:3][B:4]([C:9]2[CH:10]=[C:11]3[C:16](=[CH:17][CH:18]=2)[CH:15]=[C:14]([C:30]2[N:31]=[C:32]4[N:38]=[C:37]([C@@H:39]5[CH2:43][CH2:42][CH2:41][N:40]5[C:44]([O:46][C:47]([CH3:50])([CH3:49])[CH3:48])=[O:45])[N:36]([CH2:51][O:52][CH2:53][CH2:54][Si:55]([CH3:58])([CH3:57])[CH3:56])[C:33]4=[N:34][CH:35]=2)[CH:13]=[CH:12]3)[O:5]1, predict the reactants needed to synthesize it. (3) Given the product [CH2:17]([O:15][C:12](=[O:16])/[CH:13]=[CH:14]/[C:2]1[CH:7]=[C:6]([O:8][CH3:9])[C:5]([Cl:10])=[CH:4][C:3]=1[NH2:11])[CH3:18], predict the reactants needed to synthesize it. The reactants are: Br[C:2]1[CH:7]=[C:6]([O:8][CH3:9])[C:5]([Cl:10])=[CH:4][C:3]=1[NH2:11].[C:12]([O-:16])(=[O:15])[CH:13]=[CH2:14].[CH3:17][C:18](OC)(C)C.C1(C)C=CC=CC=1. (4) Given the product [Br:1][C:2]1[CH:3]=[C:4]([CH:8]2[N:12]([CH3:16])[C:11](=[O:13])[CH2:10][CH2:9]2)[CH:5]=[N:6][CH:7]=1, predict the reactants needed to synthesize it. The reactants are: [Br:1][C:2]1[CH:3]=[C:4]([CH:8]2[NH:12][C:11](=[O:13])[CH2:10][CH2:9]2)[CH:5]=[N:6][CH:7]=1.[H-].[Na+].[CH3:16]I. (5) Given the product [Cl:10][C:11]1[CH:12]=[CH:13][C:14]([CH3:19])=[C:15]([CH:16]=1)[CH2:17][NH:18][C:8]([C:4]1[C:5]([CH2:6][OH:7])=[N:1][O:2][N:3]=1)=[O:9], predict the reactants needed to synthesize it. The reactants are: [N:1]1[O:2][N:3]=[C:4]2[C:8](=[O:9])[O:7][CH2:6][C:5]=12.[Cl:10][C:11]1[CH:12]=[CH:13][C:14]([CH3:19])=[C:15]([CH2:17][NH2:18])[CH:16]=1. (6) The reactants are: [NH:1]1[CH:5]=[CH:4][N:3]=[CH:2]1.[H-].[Na+].Cl[C:9]1[N:14]=[N:13][C:12]([C:15]23[CH2:22][N:19]([CH2:20][CH2:21]2)[CH2:18][CH2:17][CH2:16]3)=[CH:11][CH:10]=1. Given the product [N:1]1([C:9]2[N:14]=[N:13][C:12]([C:15]34[CH2:22][N:19]([CH2:20][CH2:21]3)[CH2:18][CH2:17][CH2:16]4)=[CH:11][CH:10]=2)[CH:5]=[CH:4][N:3]=[CH:2]1, predict the reactants needed to synthesize it. (7) Given the product [O:38]=[S:39]1(=[O:45])[CH2:43][CH2:42][CH:41]([NH:44][C:21]2[N:20]=[C:19]([O:18][C:11]3[C:12]4[C:17](=[CH:16][CH:15]=[CH:14][CH:13]=4)[C:8]([NH:7][C:5](=[O:6])[C:4]4[CH:29]=[C:30]([N:32]5[CH2:33][CH2:34][O:35][CH2:36][CH2:37]5)[CH:31]=[C:2]([F:1])[CH:3]=4)=[CH:9][CH:10]=3)[CH:24]=[CH:23][N:22]=2)[CH2:40]1, predict the reactants needed to synthesize it. The reactants are: [F:1][C:2]1[CH:3]=[C:4]([CH:29]=[C:30]([N:32]2[CH2:37][CH2:36][O:35][CH2:34][CH2:33]2)[CH:31]=1)[C:5]([NH:7][C:8]1[C:17]2[C:12](=[CH:13][CH:14]=[CH:15][CH:16]=2)[C:11]([O:18][C:19]2[CH:24]=[CH:23][N:22]=[C:21](S(C)(=O)=O)[N:20]=2)=[CH:10][CH:9]=1)=[O:6].[O:38]=[S:39]1(=[O:45])[CH2:43][CH2:42][CH:41]([NH2:44])[CH2:40]1.